This data is from Full USPTO retrosynthesis dataset with 1.9M reactions from patents (1976-2016). The task is: Predict the reactants needed to synthesize the given product. (1) Given the product [NH2:10][C:8]1[N:7]([C:12]2[CH:13]=[C:14]([O:18][CH2:19][CH2:20][OH:21])[N:15]=[N:16][CH:17]=2)[N:6]=[C:5]([C:1]([CH3:4])([CH3:3])[CH3:2])[CH:9]=1, predict the reactants needed to synthesize it. The reactants are: [C:1]([C:5]1[CH:9]=[C:8]([NH2:10])[NH:7][N:6]=1)([CH3:4])([CH3:3])[CH3:2].I[C:12]1[CH:13]=[C:14]([O:18][CH2:19][CH2:20][OH:21])[N:15]=[N:16][CH:17]=1.CN[C@@H]1CCCC[C@H]1NC.C([O-])([O-])=O.[K+].[K+]. (2) The reactants are: C(OC(=O)[NH:7][CH:8]1[CH2:17][CH2:16][C:15]2[C:10](=[C:11]([NH:18][C:19]3[O:20][C:21]([C:24]4[CH:29]=[CH:28][C:27]([C:30]([F:33])([F:32])[F:31])=[CH:26][CH:25]=4)=[CH:22][N:23]=3)[CH:12]=[CH:13][CH:14]=2)[CH2:9]1)(C)(C)C.C(OC(=O)NC1CCC2C(=C(NC3OC(C4C=CC(C)=CC=4)=CN=3)C=CC=2)C1)(C)(C)C. Given the product [F:33][C:30]([F:31])([F:32])[C:27]1[CH:28]=[CH:29][C:24]([C:21]2[O:20][C:19]([NH:18][C:11]3[C:10]4[CH2:9][CH:8]([NH2:7])[CH2:17][CH2:16][C:15]=4[CH:14]=[CH:13][CH:12]=3)=[N:23][CH:22]=2)=[CH:25][CH:26]=1, predict the reactants needed to synthesize it. (3) Given the product [CH3:20][O:21][N:22]=[C:23]([C:32]1[CH:36]=[C:35]([CH3:37])[O:34][N:33]=1)[C:24]1[CH:29]=[CH:28][CH:27]=[CH:26][C:25]=1[CH2:30][O:31][C:7]1[C:12]([C:13]([F:16])([F:15])[F:14])=[CH:11][C:10]([Cl:17])=[CH:9][N:8]=1, predict the reactants needed to synthesize it. The reactants are: C1COCC1.Cl[C:7]1[C:12]([C:13]([F:16])([F:15])[F:14])=[CH:11][C:10]([Cl:17])=[CH:9][N:8]=1.[H-].[Na+].[CH3:20][O:21][N:22]=[C:23]([C:32]1[CH:36]=[C:35]([CH3:37])[O:34][N:33]=1)[C:24]1[CH:29]=[CH:28][CH:27]=[CH:26][C:25]=1[CH2:30][OH:31].